From a dataset of Peptide-MHC class I binding affinity with 185,985 pairs from IEDB/IMGT. Regression. Given a peptide amino acid sequence and an MHC pseudo amino acid sequence, predict their binding affinity value. This is MHC class I binding data. (1) The binding affinity (normalized) is 0.675. The peptide sequence is GYLKPTTFML. The MHC is HLA-A23:01 with pseudo-sequence HLA-A23:01. (2) The peptide sequence is VSKKEGGAMY. The MHC is HLA-A01:01 with pseudo-sequence HLA-A01:01. The binding affinity (normalized) is 0.0851. (3) The peptide sequence is ADARVCSCL. The MHC is Patr-B2401 with pseudo-sequence Patr-B2401. The binding affinity (normalized) is 0.115. (4) The peptide sequence is RARKRGITM. The MHC is HLA-B51:01 with pseudo-sequence HLA-B51:01. The binding affinity (normalized) is 0.0847. (5) The peptide sequence is NYMPYVFTL. The MHC is HLA-C07:02 with pseudo-sequence HLA-C07:02. The binding affinity (normalized) is 1.00.